This data is from Reaction yield outcomes from USPTO patents with 853,638 reactions. The task is: Predict the reaction yield, written as a fraction of the theoretical maximum amount of product (1.0 means a 100% yield; for example, 0.34 means a 34% yield). (1) The reactants are [Cl:1][CH2:2][C:3]([O:10][CH2:11][CH3:12])(OCC)OCC.[NH2:13][C:14]1[CH:19]=[C:18]([C:20]([F:23])([F:22])[F:21])[CH:17]=CC=1O. The catalyst is C(O)(=O)C. The product is [Cl:1][CH2:2][C:3]1[O:10][C:11]2[CH:12]=[CH:17][C:18]([C:20]([F:23])([F:22])[F:21])=[CH:19][C:14]=2[N:13]=1. The yield is 0.770. (2) The reactants are Br[C:2]1[O:6][C:5]([C:7]2[C:12]([F:13])=[CH:11][CH:10]=[CH:9][C:8]=2[F:14])=[N:4][C:3]=1[C:15]([NH2:17])=[O:16].[OH:18][C:19]1[CH:24]=[CH:23][C:22](B(O)O)=[CH:21][CH:20]=1.C([O-])([O-])=O.[Na+].[Na+]. The catalyst is CC#N.CCOC(C)=O.[Pd](Cl)Cl.C1(P(C2C=CC=CC=2)[C-]2C=CC=C2)C=CC=CC=1.[C-]1(P(C2C=CC=CC=2)C2C=CC=CC=2)C=CC=C1.[Fe+2]. The product is [F:14][C:8]1[CH:9]=[CH:10][CH:11]=[C:12]([F:13])[C:7]=1[C:5]1[O:6][C:2]([C:22]2[CH:23]=[CH:24][C:19]([OH:18])=[CH:20][CH:21]=2)=[C:3]([C:15]([NH2:17])=[O:16])[N:4]=1. The yield is 0.800. (3) The reactants are Cl[C:2]1[CH:11]=[CH:10][C:9]2[C:4](=[CH:5][CH:6]=[C:7]([N+:12]([O-:14])=[O:13])[CH:8]=2)[N:3]=1.[F:15][C:16]1[CH:25]=[CH:24][C:19]2[CH:20]([NH2:23])[CH2:21][O:22][C:18]=2[CH:17]=1.C(N(C(C)C)C(C)C)C. The catalyst is CN1CCCC1=O. The product is [F:15][C:16]1[CH:25]=[CH:24][C:19]2[CH:20]([NH:23][C:2]3[CH:11]=[CH:10][C:9]4[C:4](=[CH:5][CH:6]=[C:7]([N+:12]([O-:14])=[O:13])[CH:8]=4)[N:3]=3)[CH2:21][O:22][C:18]=2[CH:17]=1. The yield is 0.400. (4) The reactants are [CH2:1]([O:8][C:9]1[CH:14]=[CH:13][C:12]([C:15](=[O:17])[CH3:16])=[C:11]([OH:18])[C:10]=1[N+:19]([O-])=O)[C:2]1[CH:7]=[CH:6][CH:5]=[CH:4][CH:3]=1. The catalyst is C(O)(=O)C.[Zn]. The product is [NH2:19][C:10]1[C:11]([OH:18])=[C:12]([C:15](=[O:17])[CH3:16])[CH:13]=[CH:14][C:9]=1[O:8][CH2:1][C:2]1[CH:7]=[CH:6][CH:5]=[CH:4][CH:3]=1. The yield is 0.970. (5) The reactants are [O:1]1[C:10]2[C:5](=[CH:6][CH:7]=[CH:8][CH:9]=2)C(C#N)[CH2:3][CH2:2]1.[Sn](Cl)Cl.Cl.[CH3:17][C:18]([OH:20])=[O:19]. The catalyst is O. The product is [O:1]1[C:10]2[C:9](=[CH:8][CH:7]=[CH:6][CH:5]=2)[CH:17]([C:18]([OH:20])=[O:19])[CH2:3][CH2:2]1. The yield is 0.870. (6) The reactants are [CH2:1]([OH:3])C.N[C:5]1[CH:10]=CN=CC=1.[CH2:11]([O:13][CH2:14][C@H:15]1[O:17][CH2:16]1)[CH3:12].[C]=[O:19]. The catalyst is C1(C)C=CC=CC=1. The product is [CH2:10]([O:19][C:1](=[O:3])[CH2:16][C@H:15]([OH:17])[CH2:14][O:13][CH2:11][CH3:12])[CH3:5]. The yield is 0.850.